This data is from Forward reaction prediction with 1.9M reactions from USPTO patents (1976-2016). The task is: Predict the product of the given reaction. (1) Given the reactants B(Br)(Br)Br.C[O:6][C:7]1[CH:12]=[CH:11][C:10]([N:13]2[C:17](=[O:18])[O:16][C:15]([C:19]([CH3:22])([CH3:21])[CH3:20])=[N:14]2)=[CH:9][CH:8]=1, predict the reaction product. The product is: [OH:6][C:7]1[CH:8]=[CH:9][C:10]([N:13]2[C:17](=[O:18])[O:16][C:15]([C:19]([CH3:22])([CH3:21])[CH3:20])=[N:14]2)=[CH:11][CH:12]=1. (2) Given the reactants [Cl:1][C:2]1[C:14]([Cl:15])=[CH:13][C:12]([Cl:16])=[C:11]2[C:3]=1[C:4]1[CH2:5][CH2:6][CH2:7][C:8](=[O:17])[C:9]=1[NH:10]2.[C:18]([Si](C)(C)C)([F:21])([F:20])[F:19].[F-].[Cs+], predict the reaction product. The product is: [Cl:1][C:2]1[C:14]([Cl:15])=[CH:13][C:12]([Cl:16])=[C:11]2[C:3]=1[C:4]1[CH2:5][CH2:6][CH2:7][C:8]([C:18]([F:21])([F:20])[F:19])([OH:17])[C:9]=1[NH:10]2. (3) Given the reactants [CH2:1]([N:8]1[C:13](=[O:14])[C:12]2[NH:15][CH:16]=[CH:17][C:11]=2[N:10]=[C:9]1/[N:18]=C/N(C)C)[C:2]1[CH:7]=[CH:6][CH:5]=[CH:4][CH:3]=1.[OH-].[Na+], predict the reaction product. The product is: [NH2:18][C:9]1[N:8]([CH2:1][C:2]2[CH:3]=[CH:4][CH:5]=[CH:6][CH:7]=2)[C:13](=[O:14])[C:12]2[NH:15][CH:16]=[CH:17][C:11]=2[N:10]=1. (4) Given the reactants Cl[C:2]1[N:3]=[C:4]2[C:9](=[CH:10][CH:11]=1)[N:8]=[CH:7][C:6]([C:12](=[O:14])[CH3:13])=[C:5]2[NH:15][CH:16]1[CH2:21][CH2:20][N:19]([CH3:22])[CH2:18][CH2:17]1.[Cl:23][C:24]1[CH:29]=[C:28](B2OC(C)(C)C(C)(C)O2)[CH:27]=[C:26]([Cl:39])[C:25]=1[OH:40], predict the reaction product. The product is: [Cl:23][C:24]1[CH:29]=[C:28]([C:2]2[N:3]=[C:4]3[C:9](=[CH:10][CH:11]=2)[N:8]=[CH:7][C:6]([C:12](=[O:14])[CH3:13])=[C:5]3[NH:15][CH:16]2[CH2:21][CH2:20][N:19]([CH3:22])[CH2:18][CH2:17]2)[CH:27]=[C:26]([Cl:39])[C:25]=1[OH:40]. (5) Given the reactants [O-:1]Cl.[Na+].[C:4]1([CH2:10][CH2:11][CH2:12]C2C=C[N+]([O-])=CC=2)[CH:9]=[CH:8][CH:7]=[CH:6][CH:5]=1.C1C2C(=CC=CC=2)C=C1, predict the reaction product. The product is: [O:1]1[C@H:11]2[CH2:12][C:9]3[CH:8]=[CH:7][CH:6]=[CH:5][C:4]=3[C@@H:10]12. (6) Given the reactants [CH3:1][O:2][CH2:3][C:4]([OH:6])=O.C(N1C=CN=C1)(N1C=CN=C1)=O.C(N(CC)CC)C.Cl.CNOC.[NH4+].[Cl-].[CH3:33][C:34]([CH3:38])=[CH:35][Mg]Br, predict the reaction product. The product is: [CH3:1][O:2][CH2:3][C:4](=[O:6])[CH:33]=[C:34]([CH3:38])[CH3:35]. (7) Given the reactants C[O:2][C:3]([C:5]1[CH:6]=[C:7]2[C:11](=[CH:12][CH:13]=1)[CH2:10][N:9]([C:14]([O:16][C:17]([CH3:20])([CH3:19])[CH3:18])=[O:15])[CH2:8]2)=O.CC(C[AlH]CC(C)C)C, predict the reaction product. The product is: [C:17]([O:16][C:14]([N:9]1[CH2:8][C:7]2[C:11](=[CH:12][CH:13]=[C:5]([CH2:3][OH:2])[CH:6]=2)[CH2:10]1)=[O:15])([CH3:20])([CH3:18])[CH3:19]. (8) The product is: [N:1]([CH2:4][CH:5]1[NH:10][C:9]2[C:11]([C:19]3[CH:20]=[CH:21][C:22]([O:24][CH3:25])=[CH:23][C:18]=3[Cl:17])=[CH:12][C:13]([Cl:15])=[CH:14][C:8]=2[O:7][CH2:6]1)=[N+:2]=[N-:3]. Given the reactants [N:1]([CH2:4][CH:5]1[NH:10][C:9]2[C:11](Br)=[CH:12][C:13]([Cl:15])=[CH:14][C:8]=2[O:7][CH2:6]1)=[N+:2]=[N-:3].[Cl:17][C:18]1[CH:23]=[C:22]([O:24][CH3:25])[CH:21]=[CH:20][C:19]=1B(O)O, predict the reaction product. (9) Given the reactants [N+:1]([C:4]1[CH:13]=[CH:12][C:11]([N:14]2[C:18]([CH3:19])=[CH:17][C:16]([CH3:20])=[N:15]2)=[CH:10][C:5]=1[C:6]([O:8][CH3:9])=[O:7])([O-])=O, predict the reaction product. The product is: [NH2:1][C:4]1[CH:13]=[CH:12][C:11]([N:14]2[C:18]([CH3:19])=[CH:17][C:16]([CH3:20])=[N:15]2)=[CH:10][C:5]=1[C:6]([O:8][CH3:9])=[O:7]. (10) The product is: [C:2]([C:6]1[O:10][N:9]=[C:8]([NH:11][C:12]([NH:14][C:15]2[CH:20]=[CH:19][C:18]([C:21]3[N:25]4[CH:26]=[CH:27][C:28]([C:30]5[CH:35]=[CH:34][N:33]=[C:32]([CH2:36][CH2:37][CH2:38][N:43]([CH2:44][CH3:45])[CH2:41][CH3:42])[CH:31]=5)=[CH:29][C:24]4=[N:23][CH:22]=3)=[CH:17][C:16]=2[F:40])=[O:13])[CH:7]=1)([CH3:4])([CH3:3])[CH3:5]. Given the reactants Cl.[C:2]([C:6]1[O:10][N:9]=[C:8]([NH:11][C:12]([NH:14][C:15]2[CH:20]=[CH:19][C:18]([C:21]3[N:25]4[CH:26]=[CH:27][C:28]([C:30]5[CH:35]=[CH:34][N:33]=[C:32]([CH2:36][CH2:37][CH:38]=O)[CH:31]=5)=[CH:29][C:24]4=[N:23][CH:22]=3)=[CH:17][C:16]=2[F:40])=[O:13])[CH:7]=1)([CH3:5])([CH3:4])[CH3:3].[CH2:41]([NH:43][CH2:44][CH3:45])[CH3:42].C(O[BH-](OC(=O)C)OC(=O)C)(=O)C.[Na+], predict the reaction product.